This data is from Forward reaction prediction with 1.9M reactions from USPTO patents (1976-2016). The task is: Predict the product of the given reaction. (1) Given the reactants [C:1]1(/[CH:7]=[CH:8]/[C:9]2[CH:10]=[C:11]([N+:15]([O-])=O)[CH:12]=[CH:13][CH:14]=2)[CH:6]=[CH:5][CH:4]=[CH:3][CH:2]=1, predict the reaction product. The product is: [C:1]1([CH2:7][CH2:8][C:9]2[CH:10]=[C:11]([CH:12]=[CH:13][CH:14]=2)[NH2:15])[CH:2]=[CH:3][CH:4]=[CH:5][CH:6]=1. (2) Given the reactants [C:1]([O:5][C:6](=[O:33])[NH:7][CH:8]1[CH2:13][CH2:12][CH:11]([NH:14][C:15](=[O:32])[C:16]2[CH:21]=[C:20]([OH:22])[CH:19]=[C:18]([O:23][C:24]3[CH:29]=[CH:28][C:27]([C:30]#[N:31])=[CH:26][CH:25]=3)[CH:17]=2)[CH2:10][CH2:9]1)([CH3:4])([CH3:3])[CH3:2].[C:34]([O:38][C:39](=[O:49])[NH:40][C:41]1[CH:46]=[CH:45][C:44]([CH2:47]Br)=[CH:43][N:42]=1)([CH3:37])([CH3:36])[CH3:35], predict the reaction product. The product is: [C:34]([O:38][C:39](=[O:49])[NH:40][C:41]1[CH:46]=[CH:45][C:44]([CH2:47][O:22][C:20]2[CH:19]=[C:18]([O:23][C:24]3[CH:29]=[CH:28][C:27]([C:30]#[N:31])=[CH:26][CH:25]=3)[CH:17]=[C:16]([C:15](=[O:32])[NH:14][CH:11]3[CH2:12][CH2:13][CH:8]([NH:7][C:6]([O:5][C:1]([CH3:4])([CH3:2])[CH3:3])=[O:33])[CH2:9][CH2:10]3)[CH:21]=2)=[CH:43][N:42]=1)([CH3:37])([CH3:36])[CH3:35]. (3) Given the reactants [O:1]1[C:5]2[CH:6]=[CH:7][C:8]([C:10]3(O)[CH2:15][CH2:14][C:13](=[O:16])[CH2:12][CH2:11]3)=[CH:9][C:4]=2[O:3][CH2:2]1.Cl, predict the reaction product. The product is: [O:1]1[C:5]2[CH:6]=[CH:7][C:8]([C:10]3[CH2:15][CH2:14][C:13](=[O:16])[CH2:12][CH:11]=3)=[CH:9][C:4]=2[O:3][CH2:2]1. (4) Given the reactants [NH2:1][C:2]1[CH:3]=[C:4]([C:16]2[CH:17]=[CH:18][C:19]3[N:20]([C:22]([C:25]4[CH:32]=[CH:31][C:28]([C:29]#[N:30])=[CH:27][CH:26]=4)=[CH:23][N:24]=3)[N:21]=2)[CH:5]=[CH:6][C:7]=1[C:8]([N:10]1[CH2:15][CH2:14][O:13][CH2:12][CH2:11]1)=[O:9].[C:33](Cl)(=[O:35])[CH3:34].C([O-])(O)=O.[Na+], predict the reaction product. The product is: [C:29]([C:28]1[CH:31]=[CH:32][C:25]([C:22]2[N:20]3[N:21]=[C:16]([C:4]4[CH:5]=[CH:6][C:7]([C:8]([N:10]5[CH2:15][CH2:14][O:13][CH2:12][CH2:11]5)=[O:9])=[C:2]([NH:1][C:33](=[O:35])[CH3:34])[CH:3]=4)[CH:17]=[CH:18][C:19]3=[N:24][CH:23]=2)=[CH:26][CH:27]=1)#[N:30].